This data is from Catalyst prediction with 721,799 reactions and 888 catalyst types from USPTO. The task is: Predict which catalyst facilitates the given reaction. (1) Reactant: C(P1(=O)OP(CCC)(=O)OP(CCC)(=O)O1)CC.[O:19]([C:21]1[CH:28]=[CH:27][C:24]([CH2:25][NH2:26])=[CH:23][CH:22]=1)[CH3:20].[C:29](O)(=[O:34])[CH2:30][CH2:31][CH:32]=[CH2:33].C(=O)(O)[O-].[Na+]. Product: [CH3:20][O:19][C:21]1[CH:28]=[CH:27][C:24]([CH2:25][NH:26][C:29](=[O:34])[CH2:30][CH2:31][CH:32]=[CH2:33])=[CH:23][CH:22]=1. The catalyst class is: 13. (2) Reactant: Br[C:2]1[S:11][C:10]2[C:9]3[CH:12]=[CH:13][C:14]([C:16]#[N:17])=[CH:15][C:8]=3[O:7][CH2:6][CH2:5][C:4]=2[CH:3]=1.C(=O)([O-])[O-].[Na+].[Na+].[C:24](#[N:26])[CH3:25]. Product: [CH3:25][C:24]1[CH:10]=[C:4]([C:2]2[S:11][C:10]3[C:9]4[CH:12]=[CH:13][C:14]([C:16]#[N:17])=[CH:15][C:8]=4[O:7][CH2:6][CH2:5][C:4]=3[CH:3]=2)[CH:3]=[CH:2][N:26]=1. The catalyst class is: 518. (3) Reactant: C1(P(C2C=CC=CC=2)C2C=CC=CC=2)C=CC=CC=1.II.C(N(CC)CC)C.O=[C:30]([NH:41][NH:42][C:43](=[O:46])[CH2:44][CH3:45])[CH2:31][CH2:32][NH:33][C:34](=[O:40])[O:35][C:36]([CH3:39])([CH3:38])[CH3:37]. Product: [CH2:44]([C:43]1[O:46][C:30]([CH2:31][CH2:32][NH:33][C:34](=[O:40])[O:35][C:36]([CH3:37])([CH3:38])[CH3:39])=[N:41][N:42]=1)[CH3:45]. The catalyst class is: 4.